Dataset: Reaction yield outcomes from USPTO patents with 853,638 reactions. Task: Predict the reaction yield, written as a fraction of the theoretical maximum amount of product (1.0 means a 100% yield; for example, 0.34 means a 34% yield). (1) The reactants are [I:1][C:2]1[CH:7]=[C:6]([N+:8]([O-:10])=[O:9])[CH:5]=[C:4]([N+]([O-])=O)[CH:3]=1.[CH3:14][O-:15].[Na+].O. The catalyst is CO. The product is [I:1][C:2]1[CH:7]=[C:6]([N+:8]([O-:10])=[O:9])[CH:5]=[C:4]([O:15][CH3:14])[CH:3]=1. The yield is 0.990. (2) The catalyst is CO.C(N(CC)CC)C. The product is [C:8]([O:12][C:13](=[O:14])[NH:1][CH:2]1[CH2:6][CH2:5][NH:4][C:3]1=[O:7])([CH3:11])([CH3:10])[CH3:9]. The reactants are [NH2:1][CH:2]1[CH2:6][CH2:5][NH:4][C:3]1=[O:7].[C:8]([O:12][C:13](O[C:13]([O:12][C:8]([CH3:11])([CH3:10])[CH3:9])=[O:14])=[O:14])([CH3:11])([CH3:10])[CH3:9]. The yield is 0.970. (3) The reactants are [CH3:1][C:2]1[C:6]([CH2:7][N:8]2[CH:12]=[C:11]([N:13]3[C:17](=[O:18])[C:16]([CH3:20])([CH3:19])[NH:15][C:14]3=[O:21])[CH:10]=[N:9]2)=[C:5]([CH3:22])[O:4][N:3]=1.Br[CH2:24][C:25]1[CH:26]=[C:27]([CH2:31][OH:32])[CH:28]=[CH:29][CH:30]=1. No catalyst specified. The product is [CH3:1][C:2]1[C:6]([CH2:7][N:8]2[CH:12]=[C:11]([N:13]3[C:17](=[O:18])[C:16]([CH3:19])([CH3:20])[N:15]([CH2:24][C:25]4[CH:30]=[CH:29][CH:28]=[C:27]([CH2:31][OH:32])[CH:26]=4)[C:14]3=[O:21])[CH:10]=[N:9]2)=[C:5]([CH3:22])[O:4][N:3]=1. The yield is 0.700. (4) The reactants are FC(F)(F)S(O[C:7]1[CH:12]=[CH:11][C:10]([N+:13]([O-:15])=[O:14])=[CH:9][CH:8]=1)(=O)=O.[O:18]1[CH2:23]COC[CH2:19]1.C(=O)([O-])[O-].[Cs+].[Cs+].C1(C)C=CC=CC=1P(C1C=CC=CC=1C)C1C=CC=CC=1C. The catalyst is C([O-])(=O)C.[Pd+2].C([O-])(=O)C.CCCCCCC.O. The product is [CH3:19][O:18][CH2:23][C:7]1[CH:12]=[CH:11][C:10]([N+:13]([O-:15])=[O:14])=[CH:9][CH:8]=1. The yield is 0.680. (5) The reactants are [C:1](Cl)(=[O:5])[CH2:2][CH2:3][CH3:4].[NH2:7][C:8]1[C:16]2[C:11](=[N:12][CH:13]=[C:14]([Br:31])[C:15]=2[N:17]2[CH2:22][CH2:21][CH2:20][C@@H:19]([NH:23][C:24](=[O:30])[O:25][C:26]([CH3:29])([CH3:28])[CH3:27])[CH2:18]2)[NH:10][CH:9]=1.C(N(CC)CC)C.[Li+].[OH-]. The catalyst is ClCCl.CN1C(=O)CCC1.CC#N.O. The product is [Br:31][C:14]1[C:15]([N:17]2[CH2:22][CH2:21][CH2:20][C@@H:19]([NH:23][C:24](=[O:30])[O:25][C:26]([CH3:28])([CH3:27])[CH3:29])[CH2:18]2)=[C:16]2[C:8]([NH:7][C:1](=[O:5])[CH2:2][CH2:3][CH3:4])=[CH:9][NH:10][C:11]2=[N:12][CH:13]=1. The yield is 1.00.